This data is from Forward reaction prediction with 1.9M reactions from USPTO patents (1976-2016). The task is: Predict the product of the given reaction. (1) The product is: [CH3:19][O:20][C:21]1[CH:22]=[CH:23][C:24]([N+:27]([O-:29])=[O:28])=[CH:25][C:26]=1[O:5][CH2:6][CH2:7][O:8][CH2:9][CH2:10][NH:11][C:12](=[O:13])[O:14][C:15]([CH3:18])([CH3:17])[CH3:16]. Given the reactants CS([O:5][CH2:6][CH2:7][O:8][CH2:9][CH2:10][NH:11][C:12]([O:14][C:15]([CH3:18])([CH3:17])[CH3:16])=[O:13])(=O)=O.[CH3:19][O:20][C:21]1[CH:26]=[CH:25][C:24]([N+:27]([O-:29])=[O:28])=[CH:23][C:22]=1O, predict the reaction product. (2) Given the reactants C(O[C:6]([N:8]1[CH2:12][C:11](=[N:13][O:14][CH3:15])[CH2:10][C@H:9]1[C:16]([OH:18])=O)=[O:7])(C)(C)C.[N:19]([CH2:22][CH2:23][CH2:24][CH2:25][CH3:26])=C=O.[NH2:27][CH2:28][CH2:29][OH:30], predict the reaction product. The product is: [OH:30][CH2:29][CH2:28][NH:27][C:16]([C@@H:9]1[CH2:10][C:11](=[N:13][O:14][CH3:15])[CH2:12][N:8]1[C:6]([NH:19][CH2:22][CH2:23][CH2:24][CH2:25][CH3:26])=[O:7])=[O:18]. (3) The product is: [CH2:1]([C:8]1[S:12][C:11]([NH:13][C:25](=[O:26])[CH2:24][CH2:23][C:22](=[O:21])[C:28]2[CH:33]=[CH:32][CH:31]=[CH:30][CH:29]=2)=[N:10][C:9]=1[C:14]1[CH:19]=[CH:18][CH:17]=[CH:16][CH:15]=1)[C:2]1[CH:3]=[CH:4][CH:5]=[CH:6][CH:7]=1. Given the reactants [CH2:1]([C:8]1[S:12][C:11]([NH2:13])=[N:10][C:9]=1[C:14]1[CH:19]=[CH:18][CH:17]=[CH:16][CH:15]=1)[C:2]1[CH:7]=[CH:6][CH:5]=[CH:4][CH:3]=1.C[O:21][C:22](OC)([C:28]1[CH:33]=[CH:32][CH:31]=[CH:30][CH:29]=1)[CH2:23][CH2:24][C:25]([O-])=[O:26].[K+].Cl.C(N=C=NCCCN(C)C)C.C1C=CC2N(O)N=NC=2C=1, predict the reaction product.